Dataset: Catalyst prediction with 721,799 reactions and 888 catalyst types from USPTO. Task: Predict which catalyst facilitates the given reaction. (1) The catalyst class is: 45. Reactant: [N:1]([C@H:4]1[C@H:9]([O:10][CH3:11])[CH2:8][CH2:7][N:6]([C:12]2[N:17]=[C:16]([NH:18][C:19]3[N:24]=[CH:23][C:22]4[N:25]=[C:26]([CH3:31])[N:27]([CH:28]([CH3:30])[CH3:29])[C:21]=4[CH:20]=3)[CH:15]=[CH:14][N:13]=2)[CH2:5]1)=[N+]=[N-]. Product: [NH2:1][C@H:4]1[C@H:9]([O:10][CH3:11])[CH2:8][CH2:7][N:6]([C:12]2[N:17]=[C:16]([NH:18][C:19]3[N:24]=[CH:23][C:22]4[N:25]=[C:26]([CH3:31])[N:27]([CH:28]([CH3:29])[CH3:30])[C:21]=4[CH:20]=3)[CH:15]=[CH:14][N:13]=2)[CH2:5]1. (2) Reactant: C(OC(=O)[NH:7][C:8]1[CH:13]=[C:12]([O:14][CH2:15][CH2:16][O:17][CH3:18])[C:11]([C:19]([F:22])([F:21])[F:20])=[CH:10][C:9]=1[NH:23][C:24](=[O:41])[CH2:25][C:26]([C:28]1[CH:33]=[CH:32][CH:31]=[C:30]([C:34]2[CH:39]=[CH:38][N:37]=[C:36]([CH3:40])[CH:35]=2)[CH:29]=1)=O)(C)(C)C.C(O)(C(F)(F)F)=O. Product: [CH3:18][O:17][CH2:16][CH2:15][O:14][C:12]1[C:11]([C:19]([F:22])([F:21])[F:20])=[CH:10][C:9]2[NH:23][C:24](=[O:41])[CH2:25][C:26]([C:28]3[CH:33]=[CH:32][CH:31]=[C:30]([C:34]4[CH:39]=[CH:38][N:37]=[C:36]([CH3:40])[CH:35]=4)[CH:29]=3)=[N:7][C:8]=2[CH:13]=1. The catalyst class is: 2. (3) Reactant: C(O[C:6]([N:8]1[CH2:13][CH2:12][CH2:11][C@@H:10]([N:14]2[C:18]3=[N:19][CH:20]=[N:21][C:22]([NH2:23])=[C:17]3[C:16]([C:24](=[O:37])[NH:25][C:26]3[O:27][C:28]4[CH:34]=[CH:33][C:32]([C:35]#[N:36])=[CH:31][C:29]=4[N:30]=3)=[N:15]2)[CH2:9]1)=[O:7])(C)(C)C.[C:38](O)([C:40](F)(F)F)=O. Product: [C:6]([N:8]1[CH2:13][CH2:12][CH2:11][C@@H:10]([N:14]2[C:18]3=[N:19][CH:20]=[N:21][C:22]([NH2:23])=[C:17]3[C:16]([C:24]([NH:25][C:26]3[O:27][C:28]4[CH:34]=[CH:33][C:32]([C:35]#[N:36])=[CH:31][C:29]=4[N:30]=3)=[O:37])=[N:15]2)[CH2:9]1)(=[O:7])[CH:38]=[CH2:40]. The catalyst class is: 4.